This data is from Merck oncology drug combination screen with 23,052 pairs across 39 cell lines. The task is: Regression. Given two drug SMILES strings and cell line genomic features, predict the synergy score measuring deviation from expected non-interaction effect. (1) Drug 1: Cn1nnc2c(C(N)=O)ncn2c1=O. Drug 2: COC1CC2CCC(C)C(O)(O2)C(=O)C(=O)N2CCCCC2C(=O)OC(C(C)CC2CCC(OP(C)(C)=O)C(OC)C2)CC(=O)C(C)C=C(C)C(O)C(OC)C(=O)C(C)CC(C)C=CC=CC=C1C. Cell line: OCUBM. Synergy scores: synergy=39.2. (2) Drug 1: NC1(c2ccc(-c3nc4ccn5c(=O)[nH]nc5c4cc3-c3ccccc3)cc2)CCC1. Drug 2: CC(C)CC(NC(=O)C(Cc1ccccc1)NC(=O)c1cnccn1)B(O)O. Cell line: A2058. Synergy scores: synergy=-0.386. (3) Drug 1: CCC1=CC2CN(C1)Cc1c([nH]c3ccccc13)C(C(=O)OC)(c1cc3c(cc1OC)N(C)C1C(O)(C(=O)OC)C(OC(C)=O)C4(CC)C=CCN5CCC31C54)C2. Drug 2: NC(=O)c1cccc2cn(-c3ccc(C4CCCNC4)cc3)nc12. Cell line: KPL1. Synergy scores: synergy=-23.0.